From a dataset of Full USPTO retrosynthesis dataset with 1.9M reactions from patents (1976-2016). Predict the reactants needed to synthesize the given product. (1) The reactants are: [Br:1][C:2]1[CH:7]=[CH:6][C:5](I)=[CH:4][CH:3]=1.[CH3:9][NH:10][CH2:11][CH3:12].C1C=C2C=CC(O)=C(C3C4C(=CC=CC=4)C=CC=3O)C2=CC=1.P([O-])([O-])([O-])=O.[K+].[K+].[K+]. Given the product [CH2:11]([N:10]([CH3:9])[C:5]1[CH:6]=[CH:7][C:2]([Br:1])=[CH:3][CH:4]=1)[CH3:12], predict the reactants needed to synthesize it. (2) Given the product [CH2:1]([O:3][C:4]([C:6]1[CH:11]=[C:10]([O:12][C:13]2[CH:14]=[C:15]3[C:19](=[CH:20][CH:21]=2)[NH:18][CH2:17][CH2:16]3)[N:9]=[CH:8][N:7]=1)=[O:5])[CH3:2], predict the reactants needed to synthesize it. The reactants are: [CH2:1]([O:3][C:4]([C:6]1[CH:11]=[C:10]([O:12][C:13]2[CH:14]=[C:15]3[C:19](=[CH:20][CH:21]=2)[NH:18][CH:17]=[CH:16]3)[N:9]=[CH:8][N:7]=1)=[O:5])[CH3:2].[BH3-]C#N.[Na+].O. (3) Given the product [CH3:12][N:13]1[C:21]2[C:16](=[CH:17][C:18]([C:2]3[N:7]4[N:8]=[C:9]([NH2:11])[N:10]=[C:6]4[CH:5]=[N:4][CH:3]=3)=[CH:19][CH:20]=2)[CH:15]=[N:14]1, predict the reactants needed to synthesize it. The reactants are: Cl[C:2]1[N:7]2[N:8]=[C:9]([NH2:11])[N:10]=[C:6]2[CH:5]=[N:4][CH:3]=1.[CH3:12][N:13]1[C:21]2[C:16](=[CH:17][C:18](B(O)O)=[CH:19][CH:20]=2)[CH:15]=[N:14]1.C1(P(C2CCCCC2)C2C=CC=CC=2C2C(C(C)C)=CC(C(C)C)=CC=2C(C)C)CCCCC1.C(=O)([O-])[O-].[K+].[K+]. (4) Given the product [CH2:27]([O:26][C:24]([NH:19][CH2:20][C:21]([NH:1][C@H:2]1[CH2:7][CH2:6][C@@H:5]([NH:8][C:9](=[O:15])[O:10][C:11]([CH3:12])([CH3:13])[CH3:14])[CH2:4][C@H:3]1[CH:16]([CH3:18])[CH3:17])=[O:22])=[O:25])[C:28]1[CH:33]=[CH:32][CH:31]=[CH:30][CH:29]=1, predict the reactants needed to synthesize it. The reactants are: [NH2:1][C@H:2]1[CH2:7][CH2:6][C@@H:5]([NH:8][C:9](=[O:15])[O:10][C:11]([CH3:14])([CH3:13])[CH3:12])[CH2:4][C@H:3]1[CH:16]([CH3:18])[CH3:17].[NH:19]([C:24]([O:26][CH2:27][C:28]1[CH:33]=[CH:32][CH:31]=[CH:30][CH:29]=1)=[O:25])[CH2:20][C:21](O)=[O:22].CN1CCOCC1.F[P-](F)(F)(F)(F)F.N1(O[P+](N(C)C)(N(C)C)N(C)C)C2C=CC=CC=2N=N1. (5) Given the product [Si:1]([O:18][CH2:19][C:20]1[CH:21]=[C:22]([CH:26]([CH:37]2[CH2:38][CH2:39]2)[CH2:27][C:28]([O:29][CH2:30][CH3:34])=[O:36])[CH:23]=[CH:24][CH:25]=1)([C:14]([CH3:17])([CH3:15])[CH3:16])([C:8]1[CH:13]=[CH:12][CH:11]=[CH:10][CH:9]=1)[C:2]1[CH:3]=[CH:4][CH:5]=[CH:6][CH:7]=1, predict the reactants needed to synthesize it. The reactants are: [Si:1]([O:18][CH2:19][C:20]1[CH:21]=[C:22]([CH:26]([CH:37]2[CH2:39][CH2:38]2)[CH:27]2C(=O)O[C:30](C)([CH3:34])[O:29][C:28]2=[O:36])[CH:23]=[CH:24][CH:25]=1)([C:14]([CH3:17])([CH3:16])[CH3:15])([C:8]1[CH:13]=[CH:12][CH:11]=[CH:10][CH:9]=1)[C:2]1[CH:7]=[CH:6][CH:5]=[CH:4][CH:3]=1.C(O)C. (6) Given the product [Br:1][C:2]1[C:7]([CH3:8])=[N:6][C:5]([CH:9]2[CH2:11][CH2:10]2)=[N:4][CH:3]=1, predict the reactants needed to synthesize it. The reactants are: [Br:1][C:2]1[C:3](NNS(C2C=CC(C)=CC=2)(=O)=O)=[N:4][C:5]([CH:9]2[CH2:11][CH2:10]2)=[N:6][C:7]=1[CH3:8].C([O-])([O-])=O.[Na+].[Na+].